This data is from Forward reaction prediction with 1.9M reactions from USPTO patents (1976-2016). The task is: Predict the product of the given reaction. (1) Given the reactants [Br:1][C:2]1[CH:10]=[CH:9][C:5]([C:6]([OH:8])=[O:7])=[C:4]([F:11])[CH:3]=1.S(Cl)(Cl)=O.C(=O)([O-])O.[Na+].[CH2:21](O)[CH3:22], predict the reaction product. The product is: [Br:1][C:2]1[CH:10]=[CH:9][C:5]([C:6]([O:8][CH2:21][CH3:22])=[O:7])=[C:4]([F:11])[CH:3]=1. (2) Given the reactants [CH2:1]([N:3]1[CH2:8][CH:7]([OH:9])[C:6]2[CH:10]=[C:11]([CH3:13])[S:12][C:5]=2[CH2:4]1)[CH3:2].[Cl:14][C:15]1[C:20]([Cl:21])=[CH:19][CH:18]=[CH:17][C:16]=1F, predict the reaction product. The product is: [ClH:14].[Cl:14][C:15]1[C:20]([Cl:21])=[CH:19][CH:18]=[CH:17][C:16]=1[O:9][CH:7]1[CH2:8][N:3]([CH2:1][CH3:2])[CH2:4][C:5]2[S:12][C:11]([CH3:13])=[CH:10][C:6]1=2. (3) Given the reactants [C:1]([O:5][C:6](=[O:34])[NH:7][CH2:8][CH2:9][CH2:10][N:11]([C:25](=[O:33])[C:26]1[CH:31]=[CH:30][C:29]([CH3:32])=[CH:28][CH:27]=1)[CH:12]([C:15]1[NH:20][C:19](=[O:21])[C:18]2=[CH:22][CH:23]=[CH:24][N:17]2[N:16]=1)[CH2:13][CH3:14])([CH3:4])([CH3:3])[CH3:2].C(OC(=O)NCCCN(C(C1N(CC2C=CC(F)=CC=2)C(=O)C2=CC=CN2N=1)CC)C(=O)C1C=CC(C)=CC=1)(C)(C)C.[F:77][C:78]1[CH:79]=[C:80]([CH:83]=[CH:84][CH:85]=1)[CH2:81]Br, predict the reaction product. The product is: [C:1]([O:5][C:6](=[O:34])[NH:7][CH2:8][CH2:9][CH2:10][N:11]([CH:12]([C:15]1[N:20]([CH2:81][C:80]2[CH:83]=[CH:84][CH:85]=[C:78]([F:77])[CH:79]=2)[C:19](=[O:21])[C:18]2=[CH:22][CH:23]=[CH:24][N:17]2[N:16]=1)[CH2:13][CH3:14])[C:25](=[O:33])[C:26]1[CH:27]=[CH:28][C:29]([CH3:32])=[CH:30][CH:31]=1)([CH3:2])([CH3:4])[CH3:3]. (4) The product is: [N+:1]([C:4]1[CH:12]=[CH:11][CH:10]=[C:6]([C:7]([NH:23][C:22]2[CH:24]=[CH:25][C:19]([Cl:18])=[CH:20][C:21]=2[CH3:26])=[O:8])[C:5]=1[C:13]([O:15][CH2:16][CH3:17])=[O:14])([O-:3])=[O:2]. Given the reactants [N+:1]([C:4]1[C:5]([C:13]([O:15][CH2:16][CH3:17])=[O:14])=[C:6]([CH:10]=[CH:11][CH:12]=1)[C:7](Cl)=[O:8])([O-:3])=[O:2].[Cl:18][C:19]1[CH:25]=[CH:24][C:22]([NH2:23])=[C:21]([CH3:26])[CH:20]=1.C(N(CC)CC)C, predict the reaction product. (5) Given the reactants [Br:1][C:2]1[CH:7]=[C:6](I)[CH:5]=[CH:4][N:3]=1.C([Mg]Cl)(C)C.[Li+].[Cl-].[CH:16]([N:19]1[C:27]2[CH:26]=[CH:25][N:24]=[CH:23][C:22]=2[C:21]([C:28](N(OC)C)=[O:29])=[N:20]1)([CH3:18])[CH3:17], predict the reaction product. The product is: [Br:1][C:2]1[CH:7]=[C:6]([C:28]([C:21]2[C:22]3[CH:23]=[N:24][CH:25]=[CH:26][C:27]=3[N:19]([CH:16]([CH3:18])[CH3:17])[N:20]=2)=[O:29])[CH:5]=[CH:4][N:3]=1. (6) Given the reactants [ClH:1].[Cl:2][C:3]1[CH:4]=[C:5]([C:10]2([C:26]([F:29])([F:28])[F:27])[O:14][CH:13]=[C:12]([C:15]3[CH:20]=[CH:19][C:18]([C:21]4([F:25])[CH2:24][NH:23][CH2:22]4)=[CH:17][CH:16]=3)[CH2:11]2)[CH:6]=[C:7]([Cl:9])[CH:8]=1.[CH3:30][S:31]([CH2:34][C:35]([OH:37])=O)(=[O:33])=[O:32], predict the reaction product. The product is: [Cl:2][C:3]1[CH:4]=[C:5]([C:10]2([C:26]([F:27])([F:29])[F:28])[O:14][CH:13]=[C:12]([C:15]3[CH:20]=[CH:19][C:18]([C:21]4([F:25])[CH2:22][N:23]([C:35](=[O:37])[CH2:34][S:31]([CH3:30])(=[O:33])=[O:32])[CH2:24]4)=[CH:17][CH:16]=3)[CH2:11]2)[CH:6]=[C:7]([Cl:9])[C:8]=1[Cl:1].